The task is: Predict the reaction yield, written as a fraction of the theoretical maximum amount of product (1.0 means a 100% yield; for example, 0.34 means a 34% yield).. This data is from Reaction yield outcomes from USPTO patents with 853,638 reactions. The reactants are [C:1]1([S:7]([C:10]2[CH:11]=[C:12]3[C:16](=[CH:17][CH:18]=2)[NH:15][N:14]=[C:13]3[NH:19][C:20](=[O:37])[C:21]2[CH:26]=[CH:25][C:24]([N:27]3[CH2:32][CH2:31][N:30]([CH3:33])[CH2:29][CH2:28]3)=[CH:23][C:22]=2[N+:34]([O-])=O)(=[O:9])=[O:8])[CH:6]=[CH:5][CH:4]=[CH:3][CH:2]=1.C(O)C.O.C1CCCCC=1. The catalyst is O1CCCC1.[Pd]. The product is [NH2:34][C:22]1[CH:23]=[C:24]([N:27]2[CH2:28][CH2:29][N:30]([CH3:33])[CH2:31][CH2:32]2)[CH:25]=[CH:26][C:21]=1[C:20]([NH:19][C:13]1[C:12]2[C:16](=[CH:17][CH:18]=[C:10]([S:7]([C:1]3[CH:2]=[CH:3][CH:4]=[CH:5][CH:6]=3)(=[O:9])=[O:8])[CH:11]=2)[NH:15][N:14]=1)=[O:37]. The yield is 0.860.